From a dataset of Full USPTO retrosynthesis dataset with 1.9M reactions from patents (1976-2016). Predict the reactants needed to synthesize the given product. (1) Given the product [C:26]([CH:16]([N:13]1[CH:12]=[N:11][C:10]2[C:9](=[O:29])[NH:8][C:7]([CH2:6][C:5]3[CH:30]=[CH:31][C:2]([Cl:1])=[C:3]([O:32][CH:33]([F:34])[F:35])[CH:4]=3)=[N:15][C:14]1=2)[CH2:17][CH2:18][CH2:19][C:20]1[CH:25]=[CH:24][CH:23]=[CH:22][CH:21]=1)(=[O:28])[CH3:27], predict the reactants needed to synthesize it. The reactants are: [Cl:1][C:2]1[CH:31]=[CH:30][C:5]([CH2:6][C:7]2[NH:8][C:9](=[O:29])[C:10]3[N:11]=[CH:12][N:13]([CH:16]([CH:26]([OH:28])[CH3:27])[CH2:17][CH2:18][CH2:19][C:20]4[CH:25]=[CH:24][CH:23]=[CH:22][CH:21]=4)[C:14]=3[N:15]=2)=[CH:4][C:3]=1[O:32][CH:33]([F:35])[F:34].C(N(CC)CC)C.CS(C)=O. (2) Given the product [NH2:1][C:4]1[CH:5]=[CH:6][C:7]([O:10][CH:11]2[CH2:12][CH2:13][CH:14]([C:17]([O:19][CH2:20][CH3:21])=[O:18])[CH2:15][CH2:16]2)=[N:8][CH:9]=1, predict the reactants needed to synthesize it. The reactants are: [N+:1]([C:4]1[CH:5]=[CH:6][C:7]([O:10][CH:11]2[CH2:16][CH2:15][CH:14]([C:17]([O:19][CH2:20][CH3:21])=[O:18])[CH2:13][CH2:12]2)=[N:8][CH:9]=1)([O-])=O. (3) Given the product [CH2:1]([O:8][C:9]1[CH:18]=[C:17]2[C:12]([C:13]([O:19][C:34]3[CH:33]=[CH:32][C:31]([N+:36]([O-:38])=[O:37])=[CH:30][C:29]=3[F:28])=[CH:14][CH:15]=[N:16]2)=[CH:11][C:10]=1[O:20][CH3:21])[C:2]1[CH:3]=[CH:4][CH:5]=[CH:6][CH:7]=1, predict the reactants needed to synthesize it. The reactants are: [CH2:1]([O:8][C:9]1[CH:18]=[C:17]2[C:12]([C:13]([OH:19])=[CH:14][CH:15]=[N:16]2)=[CH:11][C:10]=1[O:20][CH3:21])[C:2]1[CH:7]=[CH:6][CH:5]=[CH:4][CH:3]=1.C([O-])([O-])=O.[Cs+].[Cs+].[F:28][C:29]1[CH:30]=[C:31]([N+:36]([O-:38])=[O:37])[CH:32]=[CH:33][C:34]=1F. (4) The reactants are: [BH4-].[Na+].[CH2:3]([N:5]([CH2:20][CH3:21])[C:6](=[O:19])[C:7]1[C:12]([CH:13]=[O:14])=[CH:11][CH:10]=[CH:9][C:8]=1[Si:15]([CH3:18])([CH3:17])[CH3:16])[CH3:4]. Given the product [CH2:20]([N:5]([CH2:3][CH3:4])[C:6](=[O:19])[C:7]1[C:12]([CH2:13][OH:14])=[CH:11][CH:10]=[CH:9][C:8]=1[Si:15]([CH3:17])([CH3:16])[CH3:18])[CH3:21], predict the reactants needed to synthesize it. (5) Given the product [C:1]([O:5][C:6]([N:8]1[C:16]2[C:11](=[CH:12][CH:13]=[C:14]([CH3:21])[CH:15]=2)[C:10]([CH3:19])([CH3:18])[CH2:9]1)=[O:7])([CH3:4])([CH3:3])[CH3:2], predict the reactants needed to synthesize it. The reactants are: [C:1]([O:5][C:6]([N:8]1[C:16]2[C:11](=[CH:12][CH:13]=[C:14](Cl)[CH:15]=2)[C:10]([CH3:19])([CH3:18])[CH2:9]1)=[O:7])([CH3:4])([CH3:3])[CH3:2].[Cl-].[CH3:21][Zn+].